Dataset: Reaction yield outcomes from USPTO patents with 853,638 reactions. Task: Predict the reaction yield, written as a fraction of the theoretical maximum amount of product (1.0 means a 100% yield; for example, 0.34 means a 34% yield). The reactants are [C:1]([C:5]1[CH:10]=[C:9]([CH3:11])[C:8]([N+:12]([O-:14])=[O:13])=[CH:7][C:6]=1[N+:15]([O-:17])=[O:16])([CH3:4])([CH3:3])[CH3:2].C(C1C=CC([N+]([O-])=O)=C(C)C=1[N+]([O-])=O)(C)(C)C.C[C:36]([N:38]([CH3:40])[CH3:39])=O. The catalyst is CN(C=O)C. The product is [C:1]([C:5]1[C:6]([N+:15]([O-:17])=[O:16])=[CH:7][C:8]([N+:12]([O-:14])=[O:13])=[C:9](/[CH:11]=[CH:36]/[N:38]([CH3:40])[CH3:39])[CH:10]=1)([CH3:4])([CH3:2])[CH3:3]. The yield is 0.680.